This data is from Reaction yield outcomes from USPTO patents with 853,638 reactions. The task is: Predict the reaction yield, written as a fraction of the theoretical maximum amount of product (1.0 means a 100% yield; for example, 0.34 means a 34% yield). (1) The reactants are [CH3:13][C:12]([O:11][C:9](O[C:9]([O:11][C:12]([CH3:15])([CH3:14])[CH3:13])=[O:10])=[O:10])([CH3:15])[CH3:14].[NH2:16][C@:17]1([CH2:24][C:25]#[CH:26])[CH2:21][CH2:20][N:19]([CH3:22])[C:18]1=[O:23]. The catalyst is C(Cl)Cl. The product is [CH3:22][N:19]1[CH2:20][CH2:21][C@:17]([NH:16][C:9](=[O:10])[O:11][C:12]([CH3:13])([CH3:14])[CH3:15])([CH2:24][C:25]#[CH:26])[C:18]1=[O:23]. The yield is 0.918. (2) The reactants are [Br:1][C:2]1[CH:10]=[CH:9][CH:8]=[CH:7][C:3]=1[C:4]([OH:6])=O.CCN=C=NCCCN(C)C.C1C=CC2N(O)N=NC=2C=1.CN1CCOCC1.[NH2:39][CH2:40][C:41]([NH:43][C@H:44]([B:49]1[O:53][C@@H:52]2[CH2:54][C@@H:55]3[CH2:58][C@H:57]([C@:51]2([CH3:61])[O:50]1)[C:56]3([CH3:60])[CH3:59])[CH2:45][CH:46]([CH3:48])[CH3:47])=[O:42]. The catalyst is C(Cl)Cl. The product is [Br:1][C:2]1[CH:10]=[CH:9][CH:8]=[CH:7][C:3]=1[C:4]([NH:39][CH2:40][C:41]([NH:43][C@H:44]([B:49]1[O:53][C@@H:52]2[CH2:54][C@@H:55]3[CH2:58][C@H:57]([C@:51]2([CH3:61])[O:50]1)[C:56]3([CH3:59])[CH3:60])[CH2:45][CH:46]([CH3:48])[CH3:47])=[O:42])=[O:6]. The yield is 0.780. (3) The reactants are Cl.[CH:2]([N:5]1[C:13]2[C:8](=[CH:9][C:10]([C:14]3[O:18][N:17]=[C:16]([C:19]4[CH:28]=[CH:27][CH:26]=[C:25]5[C:20]=4[CH2:21][CH2:22][CH2:23][CH:24]5[NH2:29])[N:15]=3)=[CH:11][CH:12]=2)[CH:7]=[CH:6]1)([CH3:4])[CH3:3].Cl[C:31](Cl)([O:33]C(=O)OC(Cl)(Cl)Cl)Cl.C(N(CC)CC)C.[NH:49]1[CH2:53][CH2:52][CH:51]([OH:54])[CH2:50]1. The catalyst is ClCCl.O. The product is [CH:2]([N:5]1[C:13]2[C:8](=[CH:9][C:10]([C:14]3[O:18][N:17]=[C:16]([C:19]4[CH:28]=[CH:27][CH:26]=[C:25]5[C:20]=4[CH2:21][CH2:22][CH2:23][CH:24]5[NH:29][C:31]([N:49]4[CH2:53][CH2:52][CH:51]([OH:54])[CH2:50]4)=[O:33])[N:15]=3)=[CH:11][CH:12]=2)[CH:7]=[CH:6]1)([CH3:4])[CH3:3]. The yield is 0.490. (4) The reactants are [N:1]1([CH2:7][CH2:8][O:9][C:10]2[CH:15]=[CH:14][C:13]([NH2:16])=[CH:12][CH:11]=2)[CH2:6][CH2:5][CH2:4][CH2:3][CH2:2]1.[CH3:17][C:18]1[CH:26]=[CH:25][CH:24]=[C:23]2[C:19]=1[C:20](=[CH:28]O)[C:21](=[O:27])[NH:22]2. No catalyst specified. The product is [CH3:17][C:18]1[CH:26]=[CH:25][CH:24]=[C:23]2[C:19]=1[C:20](=[CH:28][NH:16][C:13]1[CH:12]=[CH:11][C:10]([O:9][CH2:8][CH2:7][N:1]3[CH2:2][CH2:3][CH2:4][CH2:5][CH2:6]3)=[CH:15][CH:14]=1)[C:21](=[O:27])[NH:22]2. The yield is 0.490. (5) The reactants are [C:1]([C:3]1[CH:4]=[C:5]([C:13]2[S:17][C:16]([C:18]3[CH:27]=[CH:26][CH:25]=[C:24]4[C:19]=3[CH2:20][CH2:21][N:22](C(OC(C)(C)C)=O)[CH2:23]4)=[N:15][N:14]=2)[CH:6]=[CH:7][C:8]=1[O:9][CH:10]([CH3:12])[CH3:11])#[N:2].CCOCC.[ClH:40]. The catalyst is O1CCOCC1. The product is [ClH:40].[CH3:12][CH:10]([O:9][C:8]1[CH:7]=[CH:6][C:5]([C:13]2[S:17][C:16]([C:18]3[CH:27]=[CH:26][CH:25]=[C:24]4[C:19]=3[CH2:20][CH2:21][NH:22][CH2:23]4)=[N:15][N:14]=2)=[CH:4][C:3]=1[C:1]#[N:2])[CH3:11]. The yield is 0.920. (6) The reactants are [CH2:1]([OH:8])[C:2]1[CH:7]=[CH:6][CH:5]=[CH:4][CH:3]=1.[OH-].[K+].Cl[C:12]1[CH:17]=[CH:16][C:15]([N+:18]([O-:20])=[O:19])=[CH:14][N:13]=1. The catalyst is C1(C)C=CC=CC=1.C(OCC)(=O)C. The product is [CH2:1]([O:8][C:12]1[CH:17]=[CH:16][C:15]([N+:18]([O-:20])=[O:19])=[CH:14][N:13]=1)[C:2]1[CH:7]=[CH:6][CH:5]=[CH:4][CH:3]=1. The yield is 0.280.